Dataset: Catalyst prediction with 721,799 reactions and 888 catalyst types from USPTO. Task: Predict which catalyst facilitates the given reaction. Reactant: [Br:1][C:2]1[CH:3]=[C:4]2[C:9](=[CH:10][C:11]=1[O:12][CH2:13][C:14]1[CH:15]=[C:16]([S:20]([CH3:28])(=[N:22]C(OCC)=O)=[O:21])[CH:17]=[CH:18][CH:19]=1)[N:8]=[CH:7][N:6]=[C:5]2[NH:29][CH2:30][C@H:31]([OH:33])[CH3:32].[O-]CC.[Na+].C(=O)(O)[O-].[Na+]. Product: [Br:1][C:2]1[CH:3]=[C:4]2[C:9](=[CH:10][C:11]=1[O:12][CH2:13][C:14]1[CH:15]=[C:16]([S:20]([CH3:28])(=[NH:22])=[O:21])[CH:17]=[CH:18][CH:19]=1)[N:8]=[CH:7][N:6]=[C:5]2[NH:29][CH2:30][C@H:31]([OH:33])[CH3:32]. The catalyst class is: 8.